From a dataset of Catalyst prediction with 721,799 reactions and 888 catalyst types from USPTO. Predict which catalyst facilitates the given reaction. (1) Reactant: [OH:1][N:2]=[C:3]([NH2:12])[C:4]1[CH:9]=[CH:8][CH:7]=[CH:6][C:5]=1[O:10][CH3:11].[C:13](O)(=O)[CH2:14][CH2:15][C:16]#[CH:17].C1C=CC2N(O)N=NC=2C=1.CCN=C=NCCCN(C)C.Cl. Product: [CH2:16]([C:17]1[O:1][N:2]=[C:3]([C:4]2[CH:9]=[CH:8][CH:7]=[CH:6][C:5]=2[O:10][CH3:11])[N:12]=1)[CH2:15][C:14]#[CH:13]. The catalyst class is: 12. (2) Reactant: C[O-].[Na+].C([S:7][C@@H:8]1[CH2:12][N:11]([CH3:13])[C@H:10]([C:14]([N:16]2[CH2:20][CH2:19][C@H:18]([NH:21][C:22](=[O:41])[CH2:23][NH:24][C:25]([NH:27][C:28]([O:30][CH2:31][C:32]3[CH:37]=[CH:36][C:35]([N+:38]([O-:40])=[O:39])=[CH:34][CH:33]=3)=[O:29])=[NH:26])[CH2:17]2)=[O:15])[CH2:9]1)(=O)C.Cl. Product: [SH:7][C@@H:8]1[CH2:12][N:11]([CH3:13])[C@H:10]([C:14]([N:16]2[CH2:20][CH2:19][C@H:18]([NH:21][C:22](=[O:41])[CH2:23][NH:24][C:25]([NH:27][C:28]([O:30][CH2:31][C:32]3[CH:33]=[CH:34][C:35]([N+:38]([O-:40])=[O:39])=[CH:36][CH:37]=3)=[O:29])=[NH:26])[CH2:17]2)=[O:15])[CH2:9]1. The catalyst class is: 5. (3) The catalyst class is: 2. Reactant: [Cl:1][C:2]1[CH:18]=[CH:17][C:16]([C:19]([F:22])([F:21])[F:20])=[CH:15][C:3]=1[C:4]([NH:6][C@H:7]1[CH2:12][CH2:11][C@H:10]([CH2:13][OH:14])[CH2:9][CH2:8]1)=[O:5].C1COCC1.C(N(CC)CC)C.[CH3:35][S:36](Cl)(=[O:38])=[O:37]. Product: [Cl:1][C:2]1[CH:18]=[CH:17][C:16]([C:19]([F:20])([F:21])[F:22])=[CH:15][C:3]=1[C:4]([NH:6][C@H:7]1[CH2:12][CH2:11][C@H:10]([CH2:13][O:14][S:36]([CH3:35])(=[O:38])=[O:37])[CH2:9][CH2:8]1)=[O:5].